This data is from Full USPTO retrosynthesis dataset with 1.9M reactions from patents (1976-2016). The task is: Predict the reactants needed to synthesize the given product. (1) Given the product [NH:11]1[C:14]2([CH2:19][CH2:18][CH2:17][N:16]([C:20]3[C:21]4[CH:28]=[CH:27][NH:26][C:22]=4[N:23]=[CH:24][N:25]=3)[CH2:15]2)[CH2:13][CH2:12]1, predict the reactants needed to synthesize it. The reactants are: C(OC([N:11]1[C:14]2([CH2:19][CH2:18][CH2:17][N:16]([C:20]3[C:21]4[CH:28]=[CH:27][NH:26][C:22]=4[N:23]=[CH:24][N:25]=3)[CH2:15]2)[CH2:13][CH2:12]1)=O)C1C=CC=CC=1. (2) Given the product [NH2:22][CH2:21][C:17]1[CH:16]=[C:15]([C:13]2[CH:12]=[CH:11][N:10]=[C:9]([NH:8][C:4]3[CH:5]=[CH:6][CH:7]=[C:2]([Cl:1])[CH:3]=3)[N:14]=2)[CH:20]=[CH:19][N:18]=1, predict the reactants needed to synthesize it. The reactants are: [Cl:1][C:2]1[CH:3]=[C:4]([NH:8][C:9]2[N:14]=[C:13]([C:15]3[CH:20]=[CH:19][N:18]=[C:17]([C:21]#[N:22])[CH:16]=3)[CH:12]=[CH:11][N:10]=2)[CH:5]=[CH:6][CH:7]=1. (3) Given the product [CH3:19][N:20]([CH3:24])[C:21]([N:1]1[CH2:2][CH2:3][CH:4]([C:5]([O:7][CH2:8][CH3:9])=[O:6])[CH2:10][CH2:11]1)=[O:22], predict the reactants needed to synthesize it. The reactants are: [NH:1]1[CH2:11][CH2:10][CH:4]([C:5]([O:7][CH2:8][CH3:9])=[O:6])[CH2:3][CH2:2]1.C(N(CC)CC)C.[CH3:19][N:20]([CH3:24])[C:21](Cl)=[O:22].O. (4) Given the product [CH:12]1([N:8]2[C:7](=[O:15])[C:6]3([CH3:20])[CH2:16][O:17][CH2:18][CH2:19][N:5]3[C:4]3[N:3]=[C:2]([C:35]4[CH:34]=[CH:33][C:32]([NH:31][C:29]([NH:28][CH3:27])=[O:30])=[CH:37][CH:36]=4)[N:11]=[CH:10][C:9]2=3)[CH2:14][CH2:13]1, predict the reactants needed to synthesize it. The reactants are: Cl[C:2]1[N:11]=[CH:10][C:9]2[N:8]([CH:12]3[CH2:14][CH2:13]3)[C:7](=[O:15])[C:6]3([CH3:20])[CH2:16][O:17][CH2:18][CH2:19][N:5]3[C:4]=2[N:3]=1.O1CCOCC1.[CH3:27][NH:28][C:29]([NH:31][C:32]1[CH:37]=[CH:36][C:35](B2OC(C)(C)C(C)(C)O2)=[CH:34][CH:33]=1)=[O:30].C([O-])(O)=O.[Na+]. (5) Given the product [Cl:1][C:2]1[C:3](=[O:14])[N:4]([CH3:13])[N:5]=[CH:6][C:7]=1[NH:8][CH2:9][CH2:10][CH2:11][N:26]1[CH2:25][CH2:24][CH:23]([C:20]2[C:19]3[CH:29]=[CH:30][C:16]([F:15])=[CH:17][C:18]=3[O:22][N:21]=2)[CH2:28][CH2:27]1, predict the reactants needed to synthesize it. The reactants are: [Cl:1][C:2]1[C:3](=[O:14])[N:4]([CH3:13])[N:5]=[CH:6][C:7]=1[NH:8][CH2:9][CH:10](Cl)[CH3:11].[F:15][C:16]1[CH:30]=[CH:29][C:19]2[C:20]([CH:23]3[CH2:28][CH2:27][NH:26][CH2:25][CH2:24]3)=[N:21][O:22][C:18]=2[CH:17]=1.C(=O)([O-])[O-].[K+].[K+].[I-].[K+].